Dataset: Reaction yield outcomes from USPTO patents with 853,638 reactions. Task: Predict the reaction yield, written as a fraction of the theoretical maximum amount of product (1.0 means a 100% yield; for example, 0.34 means a 34% yield). (1) The reactants are [NH2:1][CH2:2][CH2:3][C:4]1[S:13][C:7]2[N:8]=[CH:9][N:10]=[C:11]([OH:12])[C:6]=2[CH:5]=1.[CH3:14][C:15]([O:18][C:19](O[C:19]([O:18][C:15]([CH3:17])([CH3:16])[CH3:14])=[O:20])=[O:20])([CH3:17])[CH3:16]. The catalyst is C1COCC1. The product is [C:19](=[O:20])([O:18][C:15]([CH3:17])([CH3:16])[CH3:14])[O:12][C:11]1[C:6]2[CH:5]=[C:4]([CH2:3][CH2:2][NH:1][C:19]([O:18][C:15]([CH3:16])([CH3:17])[CH3:14])=[O:20])[S:13][C:7]=2[N:8]=[CH:9][N:10]=1. The yield is 0.890. (2) The reactants are [N+:1]([C:4]1[CH:11]=[CH:10][CH:9]=[CH:8][C:5]=1[CH2:6]Br)([O-:3])=[O:2].[CH2:12]([NH2:14])[CH3:13].O.[OH-].[Na+]. The catalyst is O1CCCC1. The product is [CH2:12]([NH:14][CH2:6][C:5]1[CH:8]=[CH:9][CH:10]=[CH:11][C:4]=1[N+:1]([O-:3])=[O:2])[CH3:13]. The yield is 1.00. (3) The reactants are [CH3:1][O:2][C:3](=[O:12])[CH2:4][C:5]1[CH:10]=[CH:9][CH:8]=[CH:7][C:6]=1[NH2:11].[CH3:13][S:14](Cl)(=[O:16])=[O:15]. The catalyst is N1C=CC=CC=1. The product is [CH3:1][O:2][C:3](=[O:12])[CH2:4][C:5]1[CH:10]=[CH:9][CH:8]=[CH:7][C:6]=1[N:11]([S:14]([CH3:13])(=[O:16])=[O:15])[S:14]([CH3:13])(=[O:16])=[O:15]. The yield is 0.640. (4) The reactants are C1([NH:7][C:8]([C:10]2[C:11](=[O:23])[N:12]([CH3:22])[C:13]3[C:18]([C:19]=2O)=[CH:17][C:16]([F:21])=[CH:15][CH:14]=3)=O)CCCCC1.P(Cl)(Cl)([Cl:26])=O. No catalyst specified. The product is [Cl:26][C:19]1[C:18]2[C:13](=[CH:14][CH:15]=[C:16]([F:21])[CH:17]=2)[N:12]([CH3:22])[C:11](=[O:23])[C:10]=1[C:8]#[N:7]. The yield is 0.560. (5) The catalyst is CN(C)C=O.O.C(OCC)(=O)C. The product is [F:7][C:8]1[CH:15]=[CH:14][C:11]([CH2:12][NH:13][C:17]2[CH:22]=[CH:21][N:20]=[CH:19][C:18]=2[N+:23]([O-:25])=[O:24])=[CH:10][CH:9]=1. The yield is 0.835. The reactants are C(=O)([O-])[O-].[Na+].[Na+].[F:7][C:8]1[CH:15]=[CH:14][C:11]([CH2:12][NH2:13])=[CH:10][CH:9]=1.Cl[C:17]1[CH:22]=[CH:21][N:20]=[CH:19][C:18]=1[N+:23]([O-:25])=[O:24].